From a dataset of Reaction yield outcomes from USPTO patents with 853,638 reactions. Predict the reaction yield, written as a fraction of the theoretical maximum amount of product (1.0 means a 100% yield; for example, 0.34 means a 34% yield). The reactants are C1C=CC2N([OH:10])N=[N:7]C=2C=1.CCN=C=NCCCN(C)C.[F:22][C:23]([F:39])([F:38])[C:24]([N:26]1[CH2:31][CH2:30][NH:29][CH:28]([CH2:32][N:33]2[CH2:37][CH2:36][CH2:35][CH2:34]2)[CH2:27]1)=[O:25].CCN(C(C)C)C(C)C. The catalyst is C(Cl)Cl.O. The product is [NH4+:7].[OH-:10].[F:39][C:23]([F:22])([F:38])[C:24]([N:26]1[CH2:31][CH2:30][NH:29][CH:28]([CH2:32][N:33]2[CH2:34][CH2:35][CH2:36][CH2:37]2)[CH2:27]1)=[O:25]. The yield is 0.280.